Task: Regression. Given two drug SMILES strings and cell line genomic features, predict the synergy score measuring deviation from expected non-interaction effect.. Dataset: NCI-60 drug combinations with 297,098 pairs across 59 cell lines (1) Drug 1: CCCS(=O)(=O)NC1=C(C(=C(C=C1)F)C(=O)C2=CNC3=C2C=C(C=N3)C4=CC=C(C=C4)Cl)F. Drug 2: C1CC(C1)(C(=O)O)C(=O)O.[NH2-].[NH2-].[Pt+2]. Cell line: SNB-19. Synergy scores: CSS=37.9, Synergy_ZIP=2.92, Synergy_Bliss=3.22, Synergy_Loewe=-0.755, Synergy_HSA=0.834. (2) Drug 1: CC1=C(C(=O)C2=C(C1=O)N3CC4C(C3(C2COC(=O)N)OC)N4)N. Drug 2: CC(C)(C1=NC(=CC=C1)N2C3=NC(=NC=C3C(=O)N2CC=C)NC4=CC=C(C=C4)N5CCN(CC5)C)O. Cell line: UACC62. Synergy scores: CSS=55.1, Synergy_ZIP=4.18, Synergy_Bliss=5.15, Synergy_Loewe=6.44, Synergy_HSA=11.0. (3) Drug 1: CN1CCC(CC1)COC2=C(C=C3C(=C2)N=CN=C3NC4=C(C=C(C=C4)Br)F)OC. Drug 2: CC1C(C(CC(O1)OC2CC(OC(C2O)C)OC3=CC4=CC5=C(C(=O)C(C(C5)C(C(=O)C(C(C)O)O)OC)OC6CC(C(C(O6)C)O)OC7CC(C(C(O7)C)O)OC8CC(C(C(O8)C)O)(C)O)C(=C4C(=C3C)O)O)O)O. Cell line: MDA-MB-435. Synergy scores: CSS=4.91, Synergy_ZIP=23.8, Synergy_Bliss=21.3, Synergy_Loewe=19.6, Synergy_HSA=18.8. (4) Drug 1: CN1CCC(CC1)COC2=C(C=C3C(=C2)N=CN=C3NC4=C(C=C(C=C4)Br)F)OC. Drug 2: CC1C(C(=O)NC(C(=O)N2CCCC2C(=O)N(CC(=O)N(C(C(=O)O1)C(C)C)C)C)C(C)C)NC(=O)C3=C4C(=C(C=C3)C)OC5=C(C(=O)C(=C(C5=N4)C(=O)NC6C(OC(=O)C(N(C(=O)CN(C(=O)C7CCCN7C(=O)C(NC6=O)C(C)C)C)C)C(C)C)C)N)C. Cell line: OVCAR-8. Synergy scores: CSS=25.3, Synergy_ZIP=27.9, Synergy_Bliss=29.1, Synergy_Loewe=28.6, Synergy_HSA=28.9. (5) Drug 1: CCC1(CC2CC(C3=C(CCN(C2)C1)C4=CC=CC=C4N3)(C5=C(C=C6C(=C5)C78CCN9C7C(C=CC9)(C(C(C8N6C=O)(C(=O)OC)O)OC(=O)C)CC)OC)C(=O)OC)O.OS(=O)(=O)O. Drug 2: CC12CCC3C(C1CCC2OP(=O)(O)O)CCC4=C3C=CC(=C4)OC(=O)N(CCCl)CCCl.[Na+]. Cell line: NCI-H460. Synergy scores: CSS=-0.572, Synergy_ZIP=6.21, Synergy_Bliss=9.98, Synergy_Loewe=5.80, Synergy_HSA=5.69.